This data is from Catalyst prediction with 721,799 reactions and 888 catalyst types from USPTO. The task is: Predict which catalyst facilitates the given reaction. Reactant: [CH2:1]([N:3]1[CH2:8][CH2:7][CH:6]([CH2:9][C:10]2[CH:15]=[CH:14][CH:13]=[C:12]([F:16])[CH:11]=2)[CH2:5][CH2:4]1)[CH3:2].[Cl:17][S:18](O)(=[O:20])=[O:19]. Product: [CH2:1]([N:3]1[CH2:8][CH2:7][CH:6]([CH2:9][C:10]2[CH:11]=[C:12]([F:16])[CH:13]=[CH:14][C:15]=2[S:18]([Cl:17])(=[O:20])=[O:19])[CH2:5][CH2:4]1)[CH3:2]. The catalyst class is: 26.